From a dataset of Retrosynthesis with 50K atom-mapped reactions and 10 reaction types from USPTO. Predict the reactants needed to synthesize the given product. (1) Given the product Cn1cnc(-c2cc(C#N)ccn2)c1-c1ccc(F)cc1OCc1ccccc1, predict the reactants needed to synthesize it. The reactants are: Cn1cnc(-c2cc(C#N)ccn2)c1Br.OB(O)c1ccc(F)cc1OCc1ccccc1. (2) Given the product O=[N+]([O-])c1ccc(CCO)c([N+](=O)[O-])c1, predict the reactants needed to synthesize it. The reactants are: O=C(O)Cc1ccc([N+](=O)[O-])cc1[N+](=O)[O-]. (3) Given the product CCC[C@]1(O)CCN[C@H]1C, predict the reactants needed to synthesize it. The reactants are: CCC[C@]1(O)CCN(C(=O)OCc2ccccc2)[C@H]1C. (4) Given the product CCOc1ccc(C(=O)NCCNC(=O)c2c[nH]nc2C(F)(F)F)cc1, predict the reactants needed to synthesize it. The reactants are: CCOc1ccc(C(=O)NCCN)cc1.O=C(O)c1c[nH]nc1C(F)(F)F. (5) Given the product CC1(C)CC(N)c2ccccc21, predict the reactants needed to synthesize it. The reactants are: CC1(C)CC(=O)c2ccccc21.[BH3-]C#N.